Dataset: Reaction yield outcomes from USPTO patents with 853,638 reactions. Task: Predict the reaction yield, written as a fraction of the theoretical maximum amount of product (1.0 means a 100% yield; for example, 0.34 means a 34% yield). The reactants are [CH2:1]([O:5][C:6]1[CH:11]=[CH:10][C:9]([CH3:12])=[CH:8][CH:7]=1)[CH2:2][CH2:3][CH3:4].C(O[O:18][C:19]([CH3:22])(C)C)(C)(C)C.[C]=O.[CH2:25]([OH:27])C. No catalyst specified. The product is [CH2:1]([O:5][C:6]1[CH:7]=[CH:8][C:9]([CH2:12][C:25]([O:18][CH2:19][CH3:22])=[O:27])=[CH:10][CH:11]=1)[CH2:2][CH2:3][CH3:4]. The yield is 0.910.